From a dataset of Catalyst prediction with 721,799 reactions and 888 catalyst types from USPTO. Predict which catalyst facilitates the given reaction. (1) Reactant: [S:1]1(=O)[C:5]2[CH:6]=[CH:7][CH:8]=[CH:9][C:4]=2N=C1.CC[N:13]([CH:17](C)C)C(C)C.C([O-])([O-])=[O:21].[Cs+].[Cs+].Br[CH2:27][C:28]([O:30][CH3:31])=[O:29]. Product: [O:21]=[C:17]1[C:4]2[CH:9]=[CH:8][CH:7]=[CH:6][C:5]=2[S:1][N:13]1[CH2:27][C:28]([O:30][CH3:31])=[O:29]. The catalyst class is: 2. (2) Reactant: [O:1]=[C:2]1[CH2:7][NH:6][CH2:5][CH2:4][N:3]1[C:8]1[CH:13]=[CH:12][C:11]([S:14]([NH:17][C:18]2[S:19][CH:20]=[CH:21][N:22]=2)(=[O:16])=[O:15])=[CH:10][CH:9]=1.[CH3:23][C:24]([N:29]1[C:37]2[C:32](=[CH:33][CH:34]=[C:35]([C:38]([F:41])([F:40])[F:39])[CH:36]=2)[CH:31]=[CH:30]1)([CH3:28])[C:25](O)=[O:26].CN(C(ON1N=NC2C=CC=NC1=2)=[N+](C)C)C.F[P-](F)(F)(F)(F)F.C(=O)(O)[O-].[Na+]. Product: [CH3:28][C:24]([N:29]1[C:37]2[C:32](=[CH:33][CH:34]=[C:35]([C:38]([F:40])([F:41])[F:39])[CH:36]=2)[CH:31]=[CH:30]1)([CH3:23])[C:25]([N:6]1[CH2:5][CH2:4][N:3]([C:8]2[CH:9]=[CH:10][C:11]([S:14]([NH:17][C:18]3[S:19][CH:20]=[CH:21][N:22]=3)(=[O:16])=[O:15])=[CH:12][CH:13]=2)[C:2](=[O:1])[CH2:7]1)=[O:26]. The catalyst class is: 3. (3) Reactant: [CH:1](NC(C)C)(C)C.C([Li])CCC.[CH2:13]([N:20]1[CH2:25][CH2:24][CH:23]([C:26]([O:28][CH2:29][CH3:30])=[O:27])[CH2:22][CH2:21]1)[C:14]1[CH:19]=[CH:18][CH:17]=[CH:16][CH:15]=1.IC. Product: [CH2:13]([N:20]1[CH2:25][CH2:24][C:23]([CH3:1])([C:26]([O:28][CH2:29][CH3:30])=[O:27])[CH2:22][CH2:21]1)[C:14]1[CH:15]=[CH:16][CH:17]=[CH:18][CH:19]=1. The catalyst class is: 7. (4) Reactant: [CH3:1][O:2][CH2:3][C:4]1[CH:5]=[C:6]([C:10]2[O:14][CH:13]=[N:12][C:11]=2[C:15](OC)=[O:16])[CH:7]=[CH:8][CH:9]=1.[BH4-].[Li+]. Product: [CH3:1][O:2][CH2:3][C:4]1[CH:5]=[C:6]([C:10]2[O:14][CH:13]=[N:12][C:11]=2[CH2:15][OH:16])[CH:7]=[CH:8][CH:9]=1. The catalyst class is: 1. (5) Reactant: [O:1]=[C:2]1[N:7]([CH2:8][C:9]2[CH:10]=[C:11]([CH:15]=[CH:16][CH:17]=2)[C:12](Cl)=[O:13])[N:6]=[C:5]([C:18]2[O:22][N:21]=[C:20]([C:23]3[CH:28]=[CH:27][C:26]([C:29]([CH3:35])([CH3:34])[C:30]([F:33])([F:32])[F:31])=[CH:25][CH:24]=3)[N:19]=2)[CH:4]=[CH:3]1.[CH3:36][NH2:37]. Product: [CH3:36][NH:37][C:12](=[O:13])[C:11]1[CH:15]=[CH:16][CH:17]=[C:9]([CH2:8][N:7]2[C:2](=[O:1])[CH:3]=[CH:4][C:5]([C:18]3[O:22][N:21]=[C:20]([C:23]4[CH:28]=[CH:27][C:26]([C:29]([CH3:34])([CH3:35])[C:30]([F:32])([F:31])[F:33])=[CH:25][CH:24]=4)[N:19]=3)=[N:6]2)[CH:10]=1. The catalyst class is: 410. (6) Reactant: [Cl:1][C:2]1[CH:7]=[C:6]([C:8]2[C:17]3[C:12](=[CH:13][C:14]([S:18]([N:21]([C:31]4[CH:35]=[CH:34][O:33][N:32]=4)[CH2:22][C:23]4[CH:28]=[CH:27][C:26]([O:29][CH3:30])=[CH:25][CH:24]=4)(=[O:20])=[O:19])=[CH:15][CH:16]=3)[CH:11]=[C:10]([O:36]C)[N:9]=2)[C:5]([O:38][CH3:39])=[CH:4][C:3]=1[C:40]1[CH:45]=[CH:44][CH:43]=[C:42]([F:46])[CH:41]=1.[I-].[Na+].I[CH3:50]. Product: [Cl:1][C:2]1[CH:7]=[C:6]([C:8]2[N:9]([CH3:50])[C:10](=[O:36])[CH:11]=[C:12]3[C:17]=2[CH:16]=[CH:15][C:14]([S:18]([N:21]([C:31]2[CH:35]=[CH:34][O:33][N:32]=2)[CH2:22][C:23]2[CH:28]=[CH:27][C:26]([O:29][CH3:30])=[CH:25][CH:24]=2)(=[O:19])=[O:20])=[CH:13]3)[C:5]([O:38][CH3:39])=[CH:4][C:3]=1[C:40]1[CH:45]=[CH:44][CH:43]=[C:42]([F:46])[CH:41]=1. The catalyst class is: 23. (7) Reactant: [CH2:1]([O:3][C:4]([N:6]1[C:15]2[C:10](=[N:11][C:12]([O:16][CH3:17])=[CH:13][CH:14]=2)[C@@H:9]([NH:18][C:19]2[N:24]=[C:23]([CH2:25][C:26]3[CH:31]=[C:30]([C:32]([F:35])([F:34])[F:33])[CH:29]=[C:28]([C:36]([F:39])([F:38])[F:37])[CH:27]=3)[C:22](I)=[CH:21][N:20]=2)[CH2:8][C@H:7]1[CH2:41][CH3:42])=[O:5])[CH3:2].[CH:43]([C:45]1[CH:46]=[C:47](B2OC(C)(C)C(C)(C)O2)[CH:48]=[N:49][CH:50]=1)=[O:44].C(=O)([O-])[O-].[Na+].[Na+].C(=O)([O-])O.[Na+]. Product: [CH2:1]([O:3][C:4]([N:6]1[C:15]2[C:10](=[N:11][C:12]([O:16][CH3:17])=[CH:13][CH:14]=2)[C@@H:9]([NH:18][C:19]2[N:24]=[C:23]([CH2:25][C:26]3[CH:31]=[C:30]([C:32]([F:35])([F:34])[F:33])[CH:29]=[C:28]([C:36]([F:39])([F:38])[F:37])[CH:27]=3)[C:22]([C:47]3[CH:48]=[N:49][CH:50]=[C:45]([CH:43]=[O:44])[CH:46]=3)=[CH:21][N:20]=2)[CH2:8][C@H:7]1[CH2:41][CH3:42])=[O:5])[CH3:2]. The catalyst class is: 427. (8) Reactant: [NH:1]1[CH2:6][CH2:5][CH:4]([NH:7][C:8]([C:10]2[O:11][C:12]3[C:17]([C:18](=[O:20])[CH:19]=2)=[CH:16][C:15]([F:21])=[C:14]([O:22][CH3:23])[CH:13]=3)=[O:9])[CH2:3][CH2:2]1.[O:24]1[C:29]2[CH:30]=[CH:31][C:32]([CH:34]=O)=[CH:33][C:28]=2[O:27][CH2:26][CH2:25]1.C([BH3-])#N.C1COCC1. Product: [O:24]1[C:29]2[CH:30]=[CH:31][C:32]([CH2:34][N:1]3[CH2:2][CH2:3][CH:4]([NH:7][C:8]([C:10]4[O:11][C:12]5[C:17]([C:18](=[O:20])[CH:19]=4)=[CH:16][C:15]([F:21])=[C:14]([O:22][CH3:23])[CH:13]=5)=[O:9])[CH2:5][CH2:6]3)=[CH:33][C:28]=2[O:27][CH2:26][CH2:25]1. The catalyst class is: 5. (9) Reactant: C([O:5][C:6]([C:8]12[CH2:15][CH2:14][CH:11]([CH:12]=[CH:13]1)[N:10]([C:16]([O:18][CH2:19][C:20]1[CH:25]=[CH:24][CH:23]=[CH:22][CH:21]=1)=[O:17])[O:9]2)=[O:7])CCC.[OH-].[Na+]. Product: [CH2:19]([O:18][C:16]([N:10]1[CH:11]2[CH2:14][CH2:15][C:8]([C:6]([OH:7])=[O:5])([CH:13]=[CH:12]2)[O:9]1)=[O:17])[C:20]1[CH:21]=[CH:22][CH:23]=[CH:24][CH:25]=1. The catalyst class is: 12. (10) Reactant: [Cl:1][C:2]1[CH:3]=[C:4]([N:9]2[CH:13]=[CH:12][C:11]([OH:14])=[N:10]2)[CH:5]=[CH:6][C:7]=1[Cl:8].Cl[CH2:16][CH:17]1[CH2:19][O:18]1.C(=O)([O-])[O-].[K+].[K+].[I-].[Na+]. Product: [Cl:1][C:2]1[CH:3]=[C:4]([N:9]2[CH:13]=[CH:12][C:11]([O:14][CH2:16][CH:17]3[CH2:19][O:18]3)=[N:10]2)[CH:5]=[CH:6][C:7]=1[Cl:8]. The catalyst class is: 9.